Predict the reactants needed to synthesize the given product. From a dataset of Full USPTO retrosynthesis dataset with 1.9M reactions from patents (1976-2016). (1) Given the product [CH3:1][NH:2][C:3]1[C:4]([N:17]=[O:18])=[C:5]2[N:10]([C:11]=1[C:12]([O:14][CH2:15][CH3:16])=[O:13])[CH:9]=[CH:8][CH:7]=[CH:6]2, predict the reactants needed to synthesize it. The reactants are: [CH3:1][NH:2][C:3]1[CH:4]=[C:5]2[N:10]([C:11]=1[C:12]([O:14][CH2:15][CH3:16])=[O:13])[CH:9]=[CH:8][CH:7]=[CH:6]2.[N:17]([O-])=[O:18].[Na+].[OH-].[Na+]. (2) Given the product [F:1][C:2]1[CH:3]=[CH:4][C:5]([CH2:6][NH:7][C:8]([C:10]2[C:15]([OH:16])=[C:14]([O:24][CH3:25])[CH:13]=[C:12]([O:26][CH3:27])[N:11]=2)=[O:9])=[CH:28][CH:29]=1, predict the reactants needed to synthesize it. The reactants are: [F:1][C:2]1[CH:29]=[CH:28][C:5]([CH2:6][NH:7][C:8]([C:10]2[C:15]([O:16]CC3C=CC=CC=3)=[C:14]([O:24][CH3:25])[CH:13]=[C:12]([O:26][CH3:27])[N:11]=2)=[O:9])=[CH:4][CH:3]=1. (3) The reactants are: [CH:1]([C:3]1[CH:4]=[C:5]([CH:17]=[CH:18][C:19]=1[N+:20]([O-])=O)[O:6][C:7]1[CH:8]=[CH:9][C:10]([S:13]([CH3:16])(=[O:15])=[O:14])=[N:11][CH:12]=1)=[CH2:2].O1CCCC1.CO.C(OCC)(=O)C. Given the product [CH2:1]([C:3]1[CH:4]=[C:5]([O:6][C:7]2[CH:12]=[N:11][C:10]([S:13]([CH3:16])(=[O:15])=[O:14])=[CH:9][CH:8]=2)[CH:17]=[CH:18][C:19]=1[NH2:20])[CH3:2], predict the reactants needed to synthesize it. (4) Given the product [Cl:1][C:2]1[C:3]([C:19]2[CH:24]=[C:23]([F:25])[CH:22]=[CH:21][C:20]=2[O:26][CH3:27])=[C:4]2[CH:10]=[C:9]([C:11]3[CH2:12][CH2:13][N:14]([C:17]([NH:30][CH3:33])=[O:38])[CH2:15][CH:16]=3)[NH:8][C:5]2=[N:6][CH:7]=1, predict the reactants needed to synthesize it. The reactants are: [Cl:1][C:2]1[C:3]([C:19]2[CH:24]=[C:23]([F:25])[CH:22]=[CH:21][C:20]=2[O:26][CH3:27])=[C:4]2[CH:10]=[C:9]([C:11]3[CH2:12][CH2:13][N:14]([CH2:17]C)[CH2:15][CH:16]=3)[NH:8][C:5]2=[N:6][CH:7]=1.C([N:30]([CH2:33]C)CC)C.CNC(=O)[O:38]N1C(=O)CCC1=O.O. (5) Given the product [CH3:34][O:33][C:30]1[CH:31]=[CH:32][C:27]([C:4]([C:6]2[N:7]=[CH:8][N:9]([C:11]3[CH:12]=[C:13]([C:17]4[CH:22]=[CH:21][CH:20]=[CH:19][C:18]=4[O:23][CH3:24])[CH:14]=[CH:15][CH:16]=3)[CH:10]=2)=[O:5])=[CH:28][CH:29]=1, predict the reactants needed to synthesize it. The reactants are: CON(C)[C:4]([C:6]1[N:7]=[CH:8][N:9]([C:11]2[CH:12]=[C:13]([C:17]3[CH:22]=[CH:21][CH:20]=[CH:19][C:18]=3[O:23][CH3:24])[CH:14]=[CH:15][CH:16]=2)[CH:10]=1)=[O:5].Br[C:27]1[CH:32]=[CH:31][C:30]([O:33][CH3:34])=[CH:29][CH:28]=1. (6) Given the product [Br:1][C:2]1[CH:7]=[CH:6][C:5]2[NH:8][C:9](=[O:12])[CH2:10][O:11][C:4]=2[CH:3]=1, predict the reactants needed to synthesize it. The reactants are: [Br:1][C:2]1[CH:7]=[CH:6][C:5]([NH:8][C:9](=[O:12])[CH2:10][OH:11])=[C:4](F)[CH:3]=1.[H-].[Na+].O. (7) Given the product [Br:1][C:2]1[CH:3]=[C:4]2[C:9](=[CH:10][C:11]=1[O:12][CH3:13])[CH:8]([C:14]([N:31]([CH3:32])[O:30][CH3:29])=[O:16])[O:7][CH2:6][CH2:5]2, predict the reactants needed to synthesize it. The reactants are: [Br:1][C:2]1[CH:3]=[C:4]2[C:9](=[CH:10][C:11]=1[O:12][CH3:13])[CH:8]([C:14]([OH:16])=O)[O:7][CH2:6][CH2:5]2.C1N=CN(C(N2C=NC=C2)=O)C=1.[CH3:29][O:30][NH:31][CH3:32]. (8) Given the product [NH:15]1[C:19]2[CH:20]=[CH:21][CH:22]=[CH:23][C:18]=2[N:17]=[C:16]1[CH2:24][N:25]([CH2:26][C:27]1[CH:32]=[CH:31][C:30]([CH2:33][NH:34][CH2:10][CH:9]2[CH2:12][CH2:13][CH2:14][NH:8]2)=[CH:29][CH:28]=1)[CH:35]1[C:44]2[N:43]=[CH:42][CH:41]=[CH:40][C:39]=2[CH2:38][CH2:37][CH2:36]1, predict the reactants needed to synthesize it. The reactants are: C(OC([N:8]1[CH2:14][CH2:13][CH2:12][C@@H:9]1[CH:10]=O)=O)(C)(C)C.[NH:15]1[C:19]2[CH:20]=[CH:21][CH:22]=[CH:23][C:18]=2[N:17]=[C:16]1[CH2:24][N:25]([CH:35]1[C:44]2[N:43]=[CH:42][CH:41]=[CH:40][C:39]=2[CH2:38][CH2:37][CH2:36]1)[CH2:26][C:27]1[CH:32]=[CH:31][C:30]([CH2:33][NH2:34])=[CH:29][CH:28]=1.C(O[BH-](OC(=O)C)OC(=O)C)(=O)C.[Na+]. (9) Given the product [CH3:21][C:22]1[CH:27]=[CH:26][CH:25]=[CH:24][C:23]=1[CH2:10][C:11]1[O:15][N:14]=[C:13]([C:16]([O:18][CH2:19][CH3:20])=[O:17])[CH:12]=1, predict the reactants needed to synthesize it. The reactants are: C(OP(O[CH2:10][C:11]1[O:15][N:14]=[C:13]([C:16]([O:18][CH2:19][CH3:20])=[O:17])[CH:12]=1)(OCC)=O)C.[CH3:21][C:22]1[CH:27]=[CH:26][CH:25]=[CH:24][C:23]=1B(O)O.C(=O)([O-])[O-].[K+].[K+].C1(P(C2C=CC=CC=2)C2C=CC=CC=2)C=CC=CC=1. (10) Given the product [CH2:10]([C@@H:17]1[CH2:21][O:20][C:19](=[O:22])[N:18]1[C:23](=[O:29])/[CH:24]=[CH:41]/[CH2:40][O:39][CH2:32][C:33]1[CH:38]=[CH:37][CH:36]=[CH:35][CH:34]=1)[C:11]1[CH:16]=[CH:15][CH:14]=[CH:13][CH:12]=1, predict the reactants needed to synthesize it. The reactants are: C(N(C(C)C)CC)(C)C.[CH2:10]([C@@H:17]1[CH2:21][O:20][C:19](=[O:22])[N:18]1[C:23](=[O:29])[CH2:24]P(=O)([O-])[O-])[C:11]1[CH:16]=[CH:15][CH:14]=[CH:13][CH:12]=1.[Cl-].[Li+].[CH2:32]([O:39][CH2:40][CH:41]=O)[C:33]1[CH:38]=[CH:37][CH:36]=[CH:35][CH:34]=1.